From a dataset of HIV replication inhibition screening data with 41,000+ compounds from the AIDS Antiviral Screen. Binary Classification. Given a drug SMILES string, predict its activity (active/inactive) in a high-throughput screening assay against a specified biological target. (1) The molecule is O=C(CC(=O)c1cccc([N+](=O)[O-])c1)C(=O)Nc1ccccc1. The result is 0 (inactive). (2) The compound is [O+]#C[Ru+2]123([O-])([O-])(C#[O+])C4=C1C1CC4C2=C13. The result is 0 (inactive). (3) The molecule is CCCCCCCCCCOC(=O)NCCC. The result is 0 (inactive). (4) The drug is N#Cc1nc(C#N)c(N)[nH]1. The result is 0 (inactive). (5) The molecule is CC(=Cc1ccccc1)C=C1C(=O)NC(=S)N1C=C1C(=O)NC(=O)NC1=O. The result is 0 (inactive).